Dataset: Full USPTO retrosynthesis dataset with 1.9M reactions from patents (1976-2016). Task: Predict the reactants needed to synthesize the given product. (1) Given the product [CH:9]1([C:14]([N:16]=[C:17]=[S:18])=[O:15])[CH2:13][CH2:12][CH2:11][CH2:10]1.[CH:9]1([C:14]([NH:16][C:17]([NH:38][C:37]2[CH:39]=[CH:40][C:34]([O:33][C:24]3[C:23]4[C:28](=[CH:29][C:30]([O:31][CH3:32])=[C:21]([O:20][CH3:19])[CH:22]=4)[N:27]=[CH:26][CH:1]=3)=[CH:35][C:36]=2[F:41])=[S:18])=[O:15])[CH2:13][CH2:12][CH2:11][CH2:10]1, predict the reactants needed to synthesize it. The reactants are: [CH:1]1(C(Cl)=O)CCCC1.[CH:9]1([C:14]([N:16]=[C:17]=[S:18])=[O:15])[CH2:13][CH2:12][CH2:11][CH2:10]1.[CH3:19][O:20][C:21]1[CH:22]=[C:23]2[C:28](=[CH:29][C:30]=1[O:31][CH3:32])[N:27]=[CH:26]N=[C:24]2[O:33][C:34]1[CH:40]=[CH:39][C:37]([NH2:38])=[C:36]([F:41])[CH:35]=1.C1(C)C=CC=CC=1. (2) Given the product [ClH:37].[ClH:37].[ClH:37].[CH:32]([O:31][C:26]1[C:25]([O:35][CH3:36])=[CH:24][C:23]([C:19]2[CH:18]=[C:17]([CH2:16][N:13]3[CH2:12][CH2:11][CH:10]([N:9]([CH2:38][C:39]4[CH:44]=[CH:43][N:42]=[C:41]([C:45]5[CH:50]=[C:49]([O:51][CH3:52])[C:48]([O:53][CH:54]([CH3:56])[CH3:55])=[C:47]([O:57][CH3:58])[CH:46]=5)[CH:40]=4)[C:6]4[CH:7]=[CH:8][C:3]([O:2][CH3:1])=[CH:4][CH:5]=4)[CH2:15][CH2:14]3)[CH:22]=[CH:21][N:20]=2)=[CH:28][C:27]=1[O:29][CH3:30])([CH3:33])[CH3:34], predict the reactants needed to synthesize it. The reactants are: [CH3:1][O:2][C:3]1[CH:8]=[CH:7][C:6]([NH:9][CH:10]2[CH2:15][CH2:14][N:13]([CH2:16][C:17]3[CH:22]=[CH:21][N:20]=[C:19]([C:23]4[CH:28]=[C:27]([O:29][CH3:30])[C:26]([O:31][CH:32]([CH3:34])[CH3:33])=[C:25]([O:35][CH3:36])[CH:24]=4)[CH:18]=3)[CH2:12][CH2:11]2)=[CH:5][CH:4]=1.[Cl:37][CH2:38][C:39]1[CH:44]=[CH:43][N:42]=[C:41]([C:45]2[CH:50]=[C:49]([O:51][CH3:52])[C:48]([O:53][CH:54]([CH3:56])[CH3:55])=[C:47]([O:57][CH3:58])[CH:46]=2)[CH:40]=1. (3) Given the product [NH2:1][C:2]1[N:11]=[C:10]([C:12]([N:14]2[CH2:15][C:16]3[C:21](=[CH:20][CH:19]=[CH:18][CH:17]=3)[CH2:22]2)=[O:13])[C:9]2[C:4](=[CH:5][CH:6]=[C:7]([C:23]3[CH:30]=[CH:29][CH:28]=[CH:27][C:24]=3[CH2:25][N:33]([CH2:34][CH2:35][OH:36])[CH2:31][CH3:32])[CH:8]=2)[N:3]=1, predict the reactants needed to synthesize it. The reactants are: [NH2:1][C:2]1[N:11]=[C:10]([C:12]([N:14]2[CH2:22][C:21]3[C:16](=[CH:17][CH:18]=[CH:19][CH:20]=3)[CH2:15]2)=[O:13])[C:9]2[C:4](=[CH:5][CH:6]=[C:7]([C:23]3[CH:30]=[CH:29][CH:28]=[CH:27][C:24]=3[CH:25]=O)[CH:8]=2)[N:3]=1.[CH2:31]([NH:33][CH2:34][CH2:35][OH:36])[CH3:32].C(O)(=O)C.C(O[BH-](OC(=O)C)OC(=O)C)(=O)C.[Na+]. (4) Given the product [CH:1]([C@@H:4](/[CH:37]=[C:38](\[CH3:44])/[C:39]([OH:41])=[O:40])[N:5]([CH3:36])[C:6](=[O:35])[C@H:7]([C:30]([CH3:31])([S:32][CH3:33])[CH3:34])[NH:8][C:9](=[O:29])[C@H:10]([C:20]([CH3:21])([C:22]1[CH:23]=[CH:24][CH:25]=[CH:26][CH:27]=1)[CH3:28])[N:11]([CH3:19])[C:12](=[O:18])[O:13][C:14]([CH3:15])([CH3:16])[CH3:17])([CH3:3])[CH3:2], predict the reactants needed to synthesize it. The reactants are: [CH:1]([C@@H:4](/[CH:37]=[C:38](\[CH3:44])/[C:39]([O:41]CC)=[O:40])[N:5]([CH3:36])[C:6](=[O:35])[C@H:7]([C:30]([CH3:34])([S:32][CH3:33])[CH3:31])[NH:8][C:9](=[O:29])[C@H:10]([C:20]([CH3:28])([C:22]1[CH:27]=[CH:26][CH:25]=[CH:24][CH:23]=1)[CH3:21])[N:11]([CH3:19])[C:12](=[O:18])[O:13][C:14]([CH3:17])([CH3:16])[CH3:15])([CH3:3])[CH3:2].[OH-].[Li+]. (5) Given the product [NH2:28][C:29]([NH:1][C@@H:2]1[CH2:7][CH2:6][CH2:5][N:4]([C:8]2[C:13]([F:14])=[CH:12][CH:11]=[CH:10][C:9]=2[NH:15][C:16]([C:18]2[NH:19][CH:20]=[C:21]([Br:23])[N:22]=2)=[O:17])[CH2:3]1)=[O:30], predict the reactants needed to synthesize it. The reactants are: [NH2:1][C@@H:2]1[CH2:7][CH2:6][CH2:5][N:4]([C:8]2[C:13]([F:14])=[CH:12][CH:11]=[CH:10][C:9]=2[NH:15][C:16]([C:18]2[NH:19][CH:20]=[C:21]([Br:23])[N:22]=2)=[O:17])[CH2:3]1.C[Si]([N:28]=[C:29]=[O:30])(C)C.C(N(CC)CC)C.CO. (6) Given the product [Br:23][C:24]1[CH:29]=[CH:28][C:27]([C@:30]23[C@H:37]([C:38]4[CH:39]=[CH:40][CH:41]=[CH:42][CH:43]=4)[CH2:36][C@@H:35]([OH:44])[C@@:34]2([OH:45])[C:33]2[C:46]([O:53][CH2:54][CH3:55])=[CH:47][C:48]([O:50][CH2:51][CH3:52])=[CH:49][C:32]=2[O:31]3)=[CH:26][CH:25]=1, predict the reactants needed to synthesize it. The reactants are: C(O)(=O)C.C(O[BH-](OC(=O)C)OC(=O)C)(=O)C.C[N+](C)(C)C.[Br:23][C:24]1[CH:29]=[CH:28][C:27]([C@:30]23[C@H:37]([C:38]4[CH:43]=[CH:42][CH:41]=[CH:40][CH:39]=4)[CH2:36][C:35](=[O:44])[C@@:34]2([OH:45])[C:33]2[C:46]([O:53][CH2:54][CH3:55])=[CH:47][C:48]([O:50][CH2:51][CH3:52])=[CH:49][C:32]=2[O:31]3)=[CH:26][CH:25]=1.C(=O)(O)[O-].[Na+]. (7) Given the product [I:18][C:2]1[N:6]([C:7]2[CH:12]=[CH:11][C:10]([O:13][CH3:14])=[CH:9][CH:8]=2)[N:5]=[C:4]([CH3:15])[C:3]=1[C:16]#[N:17], predict the reactants needed to synthesize it. The reactants are: N[C:2]1[N:6]([C:7]2[CH:12]=[CH:11][C:10]([O:13][CH3:14])=[CH:9][CH:8]=2)[N:5]=[C:4]([CH3:15])[C:3]=1[C:16]#[N:17].[I:18]CI.N(OCCC(C)C)=O. (8) Given the product [F:32][C:33]1[CH:38]=[CH:37][CH:36]=[CH:35][C:34]=1[C:22]1[C:5]2[O:6][C@@H:7]([CH2:10][O:11][S:12]([C:15]3[CH:20]=[CH:19][C:18]([CH3:21])=[CH:17][CH:16]=3)(=[O:14])=[O:13])[CH2:8][O:9][C:4]=2[CH:3]=[C:2]([Cl:1])[CH:23]=1, predict the reactants needed to synthesize it. The reactants are: [Cl:1][C:2]1[CH:23]=[C:22](OS(C(F)(F)F)(=O)=O)[C:5]2[O:6][C@@H:7]([CH2:10][O:11][S:12]([C:15]3[CH:20]=[CH:19][C:18]([CH3:21])=[CH:17][CH:16]=3)(=[O:14])=[O:13])[CH2:8][O:9][C:4]=2[CH:3]=1.[F:32][C:33]1[CH:38]=[CH:37][CH:36]=[CH:35][C:34]=1B(O)O.